This data is from Forward reaction prediction with 1.9M reactions from USPTO patents (1976-2016). The task is: Predict the product of the given reaction. (1) The product is: [Cl:41][C:38]1[CH:39]=[CH:40][C:35]([CH:28]([C:30]2[S:31][CH:32]=[CH:33][N:34]=2)[C:11]2[CH:12]=[C:13]3[C:8](=[CH:9][CH:10]=2)[NH:7][C:6](=[O:5])[CH:15]=[C:14]3[CH2:16][C:17]2[CH:22]=[CH:21][C:20]([O:23][C:24]([F:26])([F:27])[F:25])=[CH:19][CH:18]=2)=[CH:36][CH:37]=1. Given the reactants C([O:5][C:6]1[CH:15]=[C:14]([CH2:16][C:17]2[CH:22]=[CH:21][C:20]([O:23][C:24]([F:27])([F:26])[F:25])=[CH:19][CH:18]=2)[C:13]2[C:8](=[CH:9][CH:10]=[C:11]([C:28]([C:35]3[CH:40]=[CH:39][C:38]([Cl:41])=[CH:37][CH:36]=3)([C:30]3[S:31][CH:32]=[CH:33][N:34]=3)O)[CH:12]=2)[N:7]=1)(C)(C)C.O.O.[Sn](Cl)Cl.Cl, predict the reaction product. (2) Given the reactants [CH3:1][O:2][C:3](=[O:17])[C:4]1[CH:9]=[CH:8][C:7]([C:10]([OH:16])([C:12]([O:14]C)=[O:13])[CH3:11])=[CH:6][CH:5]=1.[OH-].[Li+], predict the reaction product. The product is: [CH3:1][O:2][C:3](=[O:17])[C:4]1[CH:5]=[CH:6][C:7]([C:10]([C:12]([OH:14])=[O:13])([OH:16])[CH3:11])=[CH:8][CH:9]=1.